Dataset: Reaction yield outcomes from USPTO patents with 853,638 reactions. Task: Predict the reaction yield, written as a fraction of the theoretical maximum amount of product (1.0 means a 100% yield; for example, 0.34 means a 34% yield). (1) The reactants are [CH2:1]([O:8][C:9]1[CH:14]=[C:13]([N+:15]([O-])=O)[C:12]([C:18]([F:21])([F:20])[F:19])=[CH:11][C:10]=1[CH:22]1[CH2:27][CH2:26][CH2:25][CH2:24][CH2:23]1)[C:2]1[CH:7]=[CH:6][CH:5]=[CH:4][CH:3]=1.[BH4-].[Na+]. The catalyst is CO.Cl[Ni]Cl. The product is [CH2:1]([O:8][C:9]1[C:10]([CH:22]2[CH2:27][CH2:26][CH2:25][CH2:24][CH2:23]2)=[CH:11][C:12]([C:18]([F:21])([F:19])[F:20])=[C:13]([CH:14]=1)[NH2:15])[C:2]1[CH:3]=[CH:4][CH:5]=[CH:6][CH:7]=1. The yield is 0.650. (2) The yield is 0.930. The product is [NH:6]1[CH:7]=[CH:8][CH:9]=[C:5]1[C:12]([O:15][CH3:18])=[O:13]. The reactants are ClC(Cl)(Cl)C([C:5]1[NH:6][CH:7]=[CH:8][CH:9]=1)=O.[C:12]([O-:15])([O-])=[O:13].[K+].[K+].[CH3:18]O. No catalyst specified.